Predict the product of the given reaction. From a dataset of Forward reaction prediction with 1.9M reactions from USPTO patents (1976-2016). (1) Given the reactants [CH3:1][NH:2][CH2:3][CH2:4][C@H:5]([OH:11])[C:6]1[S:7][CH:8]=[CH:9][CH:10]=1.[CH:12]1[C:21]2[C:16](=[CH:17][CH:18]=[CH:19][CH:20]=2)[CH:15]=[CH:14][CH:13]=1, predict the reaction product. The product is: [CH3:1][NH:2][CH2:3][CH2:4][C@H:5]([O:11][C:20]1[C:21]2[C:16](=[CH:15][CH:14]=[CH:13][CH:12]=2)[CH:17]=[CH:18][CH:19]=1)[C:6]1[S:7][CH:8]=[CH:9][CH:10]=1. (2) Given the reactants Br[C:2]1[CH:3]=[CH:4][C:5]([Cl:23])=[C:6]([CH:22]=1)[CH2:7][C:8]1[CH:21]=[CH:20][C:11]([O:12][Si:13]([C:16]([CH3:19])([CH3:18])[CH3:17])([CH3:15])[CH3:14])=[CH:10][CH:9]=1.[Li]CCCC.[Si:29]([O:36][C@H:37]1[C@H:44]2[C@H:40]([O:41][C:42]([CH3:46])([CH3:45])[O:43]2)[O:39][C@H:38]1[CH:47]=[O:48])([C:32]([CH3:35])([CH3:34])[CH3:33])([CH3:31])[CH3:30], predict the reaction product. The product is: [Si:29]([O:36][C@H:37]1[C@H:44]2[C@H:40]([O:41][C:42]([CH3:46])([CH3:45])[O:43]2)[O:39][C@H:38]1[CH:47]([C:2]1[CH:3]=[CH:4][C:5]([Cl:23])=[C:6]([CH2:7][C:8]2[CH:21]=[CH:20][C:11]([O:12][Si:13]([C:16]([CH3:19])([CH3:18])[CH3:17])([CH3:15])[CH3:14])=[CH:10][CH:9]=2)[CH:22]=1)[OH:48])([C:32]([CH3:35])([CH3:34])[CH3:33])([CH3:30])[CH3:31]. (3) Given the reactants Br[C:2]1[CH:19]=[CH:18][C:5]([O:6][C:7]2[C:8]3[CH:15]=[CH:14][C:13]([O:16][CH3:17])=[CH:12][C:9]=3[S:10][CH:11]=2)=[CH:4][CH:3]=1.[CH3:20][C:21](=[O:24])[CH:22]=[CH2:23].C(N(CC)CC)C, predict the reaction product. The product is: [CH3:17][O:16][C:13]1[CH:14]=[CH:15][C:8]2[C:7]([O:6][C:5]3[CH:18]=[CH:19][C:2](/[CH:23]=[CH:22]/[C:21](=[O:24])[CH3:20])=[CH:3][CH:4]=3)=[CH:11][S:10][C:9]=2[CH:12]=1.